This data is from Forward reaction prediction with 1.9M reactions from USPTO patents (1976-2016). The task is: Predict the product of the given reaction. (1) Given the reactants [NH2:1][C:2]([C:4]1[CH:9]=[C:8]([C:10]([NH:12][CH2:13][C:14]([CH3:17])([CH3:16])[CH3:15])=[O:11])[CH:7]=[CH:6][C:5]=1[C:18]1[C:23]([CH3:24])=[C:22]([F:25])[CH:21]=[C:20]([C:26](O)=[O:27])[CH:19]=1)=[O:3].CN(C(ON1N=NC2C=CC=CC1=2)=[N+](C)C)C.F[P-](F)(F)(F)(F)F.CCN(CC)CC.[NH2:60][CH2:61][CH2:62][CH2:63][OH:64], predict the reaction product. The product is: [CH3:15][C:14]([CH3:17])([CH3:16])[CH2:13][NH:12][C:10]([C:8]1[CH:9]=[C:4]([C:2]([NH2:1])=[O:3])[C:5]([C:18]2[C:23]([CH3:24])=[C:22]([F:25])[CH:21]=[C:20]([C:26]([NH:60][CH2:61][CH2:62][CH2:63][OH:64])=[O:27])[CH:19]=2)=[CH:6][CH:7]=1)=[O:11]. (2) Given the reactants FC(F)(F)S(O[C:7]1[CH:8]=[C:9]2[C:14](=[CH:15][CH:16]=1)[C:13](=[O:17])[NH:12][CH2:11][CH2:10]2)(=O)=O.[C:20](=[N:33][NH2:34])([C:27]1[CH:32]=[CH:31][CH:30]=[CH:29][CH:28]=1)[C:21]1[CH:26]=[CH:25][CH:24]=[CH:23][CH:22]=1.C([O-])([O-])=O.[Cs+].[Cs+].O, predict the reaction product. The product is: [C:21]1([C:20]([C:27]2[CH:32]=[CH:31][CH:30]=[CH:29][CH:28]=2)=[N:33][NH:34][C:7]2[CH:8]=[C:9]3[C:14](=[CH:15][CH:16]=2)[C:13](=[O:17])[NH:12][CH2:11][CH2:10]3)[CH:22]=[CH:23][CH:24]=[CH:25][CH:26]=1. (3) Given the reactants [C:1]([C:5]1[N:10]=[CH:9][C:8](/[CH:11]=[CH:12]/[C:13]([NH:15][C:16]2[CH:17]=[C:18]3[C:22](=[CH:23][CH:24]=2)[N:21]([CH2:25][CH2:26][O:27][Si](C)(C)C(C)(C)C)[CH:20]=[CH:19]3)=[O:14])=[CH:7][CH:6]=1)([CH3:4])([CH3:3])[CH3:2].C(C1N=CC(/C=C/C(O)=O)=CC=1)(C)(C)C.C[Si](C)(OCCN1C2C(=CC(N)=CC=2)C=C1)C(C)(C)C, predict the reaction product. The product is: [C:1]([C:5]1[N:10]=[CH:9][C:8](/[CH:11]=[CH:12]/[C:13]([NH:15][C:16]2[CH:17]=[C:18]3[C:22](=[CH:23][CH:24]=2)[N:21]([CH2:25][CH2:26][OH:27])[CH:20]=[CH:19]3)=[O:14])=[CH:7][CH:6]=1)([CH3:4])([CH3:2])[CH3:3].